From a dataset of Catalyst prediction with 721,799 reactions and 888 catalyst types from USPTO. Predict which catalyst facilitates the given reaction. Reactant: O1C2C=CC=CC=2OB1.[Br:10][C:11]1[C:12]([N:27]2[CH2:31][CH2:30][CH:29]([CH:32]3[CH2:34][CH2:33]3)[CH2:28]2)=[C:13]([C:19](=[O:26])[C:20]([O:22][CH:23]([CH3:25])[CH3:24])=[O:21])[C:14]([CH3:18])=[N:15][C:16]=1[CH3:17].CB1N2CCC[C@@H]2C(C2C=CC=CC=2)(C2C=CC=CC=2)O1. Product: [Br:10][C:11]1[C:12]([N:27]2[CH2:31][CH2:30][CH:29]([CH:32]3[CH2:34][CH2:33]3)[CH2:28]2)=[C:13]([C@H:19]([OH:26])[C:20]([O:22][CH:23]([CH3:25])[CH3:24])=[O:21])[C:14]([CH3:18])=[N:15][C:16]=1[CH3:17]. The catalyst class is: 11.